Predict which catalyst facilitates the given reaction. From a dataset of Catalyst prediction with 721,799 reactions and 888 catalyst types from USPTO. (1) Reactant: [NH2:1][C:2]1[CH:10]=[CH:9][C:8]([Cl:11])=[CH:7][C:3]=1[C:4]([OH:6])=O.[CH3:12][O:13][C:14](=[O:37])[C@@H:15]([NH2:36])[CH2:16][C:17]1[CH:22]=[CH:21][C:20]([C:23]2[CH:28]=[CH:27][C:26]([O:29][C:30]3[CH:35]=[CH:34][CH:33]=[CH:32][CH:31]=3)=[CH:25][CH:24]=2)=[CH:19][CH:18]=1.CN(C(ON1N=NC2C=CC=CC1=2)=[N+](C)C)C.F[P-](F)(F)(F)(F)F.CCN(C(C)C)C(C)C. Product: [CH3:12][O:13][C:14](=[O:37])[C@@H:15]([NH:36][C:4](=[O:6])[C:3]1[CH:7]=[C:8]([Cl:11])[CH:9]=[CH:10][C:2]=1[NH2:1])[CH2:16][C:17]1[CH:18]=[CH:19][C:20]([C:23]2[CH:28]=[CH:27][C:26]([O:29][C:30]3[CH:35]=[CH:34][CH:33]=[CH:32][CH:31]=3)=[CH:25][CH:24]=2)=[CH:21][CH:22]=1. The catalyst class is: 3. (2) Reactant: [NH:1]1[C:9]2[C:4](=[CH:5][C:6]([OH:10])=[CH:7][CH:8]=2)[CH:3]=[N:2]1.CS(O[C@@H:16]1[CH2:20][CH2:19][N:18]([CH:21]2[CH2:26][CH2:25][N:24]([C:27]([O:29][C:30]([CH3:33])([CH3:32])[CH3:31])=[O:28])[CH2:23][CH2:22]2)[C:17]1=[O:34])(=O)=O.C([O-])([O-])=O.[K+].[K+]. Product: [NH:1]1[C:9]2[C:4](=[CH:5][C:6]([O:10][C@H:16]3[CH2:20][CH2:19][N:18]([CH:21]4[CH2:22][CH2:23][N:24]([C:27]([O:29][C:30]([CH3:32])([CH3:31])[CH3:33])=[O:28])[CH2:25][CH2:26]4)[C:17]3=[O:34])=[CH:7][CH:8]=2)[CH:3]=[N:2]1. The catalyst class is: 16. (3) Reactant: [F:1][C:2]1[CH:3]=[C:4]([NH2:21])[CH:5]=[CH:6][C:7]=1[O:8][C:9]1[C:18]2[C:13](=[CH:14][C:15]([O:19][CH3:20])=[CH:16][CH:17]=2)[N:12]=[CH:11][CH:10]=1.[CH3:22][C:23]1[CH:24]=[CH:25][C:26]2[N:27]([CH:36]=1)[C:28](=[O:35])[C:29]([C:32](O)=[O:33])=[CH:30][N:31]=2.CN(C(ON1N=NC2C=CC=NC1=2)=[N+](C)C)C.F[P-](F)(F)(F)(F)F. Product: [F:1][C:2]1[CH:3]=[C:4]([NH:21][C:32]([C:29]2[C:28](=[O:35])[N:27]3[CH:36]=[C:23]([CH3:22])[CH:24]=[CH:25][C:26]3=[N:31][CH:30]=2)=[O:33])[CH:5]=[CH:6][C:7]=1[O:8][C:9]1[C:18]2[C:13](=[CH:14][C:15]([O:19][CH3:20])=[CH:16][CH:17]=2)[N:12]=[CH:11][CH:10]=1. The catalyst class is: 793.